The task is: Predict the reactants needed to synthesize the given product.. This data is from Full USPTO retrosynthesis dataset with 1.9M reactions from patents (1976-2016). (1) Given the product [Br:1][C:2]1[C:10]([CH2:11][N:12]2[CH2:17][CH2:16][O:15][CH2:14][CH2:13]2)=[CH:9][C:5]([C:6]([O:8][CH2:25][C:26]2[CH:31]=[CH:30][CH:29]=[CH:28][CH:27]=2)=[O:33])=[C:4]([O:22][CH2:19][C:2]2[CH:10]=[CH:9][CH:5]=[CH:4][CH:3]=2)[CH:3]=1, predict the reactants needed to synthesize it. The reactants are: [Br:1][C:2]1[C:10]([CH2:11][N:12]2[CH2:17][CH2:16][O:15][CH2:14][CH2:13]2)=[CH:9][C:5]([C:6]([OH:8])=O)=[C:4](O)[CH:3]=1.[C:19](=[O:22])([O-])[O-].[K+].[K+].[CH2:25](Br)[C:26]1[CH:31]=[CH:30][CH:29]=[CH:28][CH:27]=1.[OH2:33]. (2) Given the product [CH2:20]([O:22][C:2]1[N:7]=[C:6]([C:8]([OH:10])=[O:9])[CH:5]=[CH:4][C:3]=1[O:12][CH2:13][CH2:14][O:15][C:16]([F:19])([F:18])[F:17])[CH3:21], predict the reactants needed to synthesize it. The reactants are: Cl[C:2]1[N:7]=[C:6]([C:8]([O:10]C)=[O:9])[CH:5]=[CH:4][C:3]=1[O:12][CH2:13][CH2:14][O:15][C:16]([F:19])([F:18])[F:17].[CH2:20]([O-:22])[CH3:21].[Na+].O.C(OCC)(=O)C.